Dataset: Forward reaction prediction with 1.9M reactions from USPTO patents (1976-2016). Task: Predict the product of the given reaction. (1) Given the reactants [CH3:1][O:2][C:3](=[O:12])[CH2:4][CH2:5][CH2:6][CH2:7][C:8](=[O:11])[CH2:9][NH2:10].[C:13]([OH:23])(=[O:22])[C:14]1[C:15]([O:20][CH3:21])=[CH:16][CH:17]=[CH:18][CH:19]=1.Cl.C[N:26](CCCN=C=NCC)C.O.ON1C2C=CC=CC=2N=N1.C(N(CC)C(C)C)(C)C, predict the reaction product. The product is: [CH3:1][O:2][C:3](=[O:12])[CH2:4][CH2:5][CH2:6][CH:7]([NH:26][C:13](=[O:23])[C:14]1[CH:19]=[CH:18][CH:17]=[CH:16][C:15]=1[O:20][CH3:21])[C:8](=[O:11])[CH3:9].[CH3:1][O:2][C:3](=[O:12])[CH2:4][CH2:5][CH2:6][CH2:7][C:8](=[O:11])[CH2:9][NH:10][C:13](=[O:22])[C:14]1[CH:19]=[CH:18][CH:17]=[CH:16][C:15]=1[O:20][CH3:21]. (2) Given the reactants [NH2:1][C@H:2]1[CH2:6][CH2:5][CH2:4][C@@H:3]1[NH:7][C:8](=[O:14])[O:9][C:10]([CH3:13])([CH3:12])[CH3:11].[Cl:15][C:16]1[CH:17]=[CH:18][C:19]([N:25]2[N:29]=[CH:28][CH:27]=[N:26]2)=[C:20]([CH:24]=1)[C:21](O)=[O:22].CN(C(ON1N=NC2C=CC=CC1=2)=[N+](C)C)C.[B-](F)(F)(F)F.CCN(C(C)C)C(C)C, predict the reaction product. The product is: [Cl:15][C:16]1[CH:17]=[CH:18][C:19]([N:25]2[N:29]=[CH:28][CH:27]=[N:26]2)=[C:20]([CH:24]=1)[C:21]([NH:1][C@H:2]1[CH2:6][CH2:5][CH2:4][C@@H:3]1[NH:7][C:8](=[O:14])[O:9][C:10]([CH3:11])([CH3:13])[CH3:12])=[O:22].